This data is from Peptide-MHC class I binding affinity with 185,985 pairs from IEDB/IMGT. The task is: Regression. Given a peptide amino acid sequence and an MHC pseudo amino acid sequence, predict their binding affinity value. This is MHC class I binding data. (1) The peptide sequence is FLKSDYFPSV. The MHC is HLA-A02:02 with pseudo-sequence HLA-A02:02. The binding affinity (normalized) is 0.778. (2) The peptide sequence is TSASFTDLY. The MHC is HLA-A02:16 with pseudo-sequence HLA-A02:16. The binding affinity (normalized) is 0.0847. (3) The peptide sequence is GMKRSFYVY. The MHC is HLA-B27:05 with pseudo-sequence HLA-B27:05. The binding affinity (normalized) is 0.261.